This data is from NCI-60 drug combinations with 297,098 pairs across 59 cell lines. The task is: Regression. Given two drug SMILES strings and cell line genomic features, predict the synergy score measuring deviation from expected non-interaction effect. (1) Drug 1: C1CN1P(=S)(N2CC2)N3CC3. Drug 2: CC1CCC2CC(C(=CC=CC=CC(CC(C(=O)C(C(C(=CC(C(=O)CC(OC(=O)C3CCCCN3C(=O)C(=O)C1(O2)O)C(C)CC4CCC(C(C4)OC)O)C)C)O)OC)C)C)C)OC. Cell line: K-562. Synergy scores: CSS=11.5, Synergy_ZIP=-4.31, Synergy_Bliss=3.92, Synergy_Loewe=1.79, Synergy_HSA=2.37. (2) Drug 1: CN(C)C1=NC(=NC(=N1)N(C)C)N(C)C. Drug 2: CC1CCC2CC(C(=CC=CC=CC(CC(C(=O)C(C(C(=CC(C(=O)CC(OC(=O)C3CCCCN3C(=O)C(=O)C1(O2)O)C(C)CC4CCC(C(C4)OC)OCCO)C)C)O)OC)C)C)C)OC. Cell line: EKVX. Synergy scores: CSS=14.1, Synergy_ZIP=-3.99, Synergy_Bliss=-3.73, Synergy_Loewe=-25.3, Synergy_HSA=-5.34. (3) Drug 1: C1=CC(=C2C(=C1NCCNCCO)C(=O)C3=C(C=CC(=C3C2=O)O)O)NCCNCCO. Drug 2: N.N.Cl[Pt+2]Cl. Cell line: OVCAR-5. Synergy scores: CSS=1.69, Synergy_ZIP=-7.65, Synergy_Bliss=-11.2, Synergy_Loewe=-36.0, Synergy_HSA=-12.0. (4) Drug 1: C1CCC(C1)C(CC#N)N2C=C(C=N2)C3=C4C=CNC4=NC=N3. Drug 2: CC(C1=C(C=CC(=C1Cl)F)Cl)OC2=C(N=CC(=C2)C3=CN(N=C3)C4CCNCC4)N. Cell line: SF-295. Synergy scores: CSS=18.4, Synergy_ZIP=-3.31, Synergy_Bliss=1.43, Synergy_Loewe=-18.7, Synergy_HSA=2.43. (5) Drug 1: CC1C(C(CC(O1)OC2CC(CC3=C2C(=C4C(=C3O)C(=O)C5=C(C4=O)C(=CC=C5)OC)O)(C(=O)C)O)N)O.Cl. Drug 2: CC(C)CN1C=NC2=C1C3=CC=CC=C3N=C2N. Cell line: SF-268. Synergy scores: CSS=19.5, Synergy_ZIP=-3.64, Synergy_Bliss=-0.236, Synergy_Loewe=-14.2, Synergy_HSA=-3.42. (6) Drug 1: CC1(CCCN1)C2=NC3=C(C=CC=C3N2)C(=O)N. Drug 2: CC1CC(C(C(C=C(C(C(C=CC=C(C(=O)NC2=CC(=O)C(=C(C1)C2=O)OC)C)OC)OC(=O)N)C)C)O)OC. Cell line: T-47D. Synergy scores: CSS=-0.0496, Synergy_ZIP=3.65, Synergy_Bliss=5.76, Synergy_Loewe=2.00, Synergy_HSA=3.58. (7) Drug 1: C1CCC(C(C1)N)N.C(=O)(C(=O)[O-])[O-].[Pt+4]. Drug 2: CC1CCCC2(C(O2)CC(NC(=O)CC(C(C(=O)C(C1O)C)(C)C)O)C(=CC3=CSC(=N3)C)C)C. Cell line: MDA-MB-435. Synergy scores: CSS=40.6, Synergy_ZIP=-3.79, Synergy_Bliss=-3.45, Synergy_Loewe=1.63, Synergy_HSA=1.85. (8) Drug 1: C1=CC=C(C(=C1)C(C2=CC=C(C=C2)Cl)C(Cl)Cl)Cl. Drug 2: CCCCCOC(=O)NC1=NC(=O)N(C=C1F)C2C(C(C(O2)C)O)O. Cell line: CAKI-1. Synergy scores: CSS=3.36, Synergy_ZIP=-2.17, Synergy_Bliss=-4.00, Synergy_Loewe=-4.99, Synergy_HSA=-3.80.